This data is from Reaction yield outcomes from USPTO patents with 853,638 reactions. The task is: Predict the reaction yield, written as a fraction of the theoretical maximum amount of product (1.0 means a 100% yield; for example, 0.34 means a 34% yield). (1) The reactants are [C:1]([Cl:6])(=O)[C:2](Cl)=O.[CH3:7][N:8](C)C=O.[N:12]1[CH:17]=[CH:16][CH:15]=CC=1.O. The catalyst is C(OCC)(=O)C. The product is [C:17]([C:16]1[CH:15]=[CH:2][C:1]([Cl:6])=[CH:7][N:8]=1)#[N:12]. The yield is 0.920. (2) The reactants are O1CCCC1.[CH3:6][C:7]1[N:8]=[CH:9][S:10][CH:11]=1.C([Li])CCC.[CH3:17][C:18]([N:26]1[CH2:31][CH2:30][C:29]([NH:34][C:35]2[CH:40]=[CH:39][CH:38]=[CH:37][CH:36]=2)(C#N)[CH2:28][CH2:27]1)([C:20]1[CH:25]=[CH:24][CH:23]=[CH:22][CH:21]=1)[CH3:19]. The catalyst is O. The product is [CH3:19][C:18]([N:26]1[CH2:27][CH2:28][C:29]([NH:34][C:35]2[CH:40]=[CH:39][CH:38]=[CH:37][CH:36]=2)([C:9]2[S:10][CH:11]=[C:7]([CH3:6])[N:8]=2)[CH2:30][CH2:31]1)([C:20]1[CH:21]=[CH:22][CH:23]=[CH:24][CH:25]=1)[CH3:17]. The yield is 0.890.